This data is from Full USPTO retrosynthesis dataset with 1.9M reactions from patents (1976-2016). The task is: Predict the reactants needed to synthesize the given product. (1) Given the product [CH2:25]([C:22]1[CH:21]=[N:20][C:19]([N:9]([CH2:8][C:7]2[CH:14]=[CH:15][C:4]([O:3][C:2]([F:16])([F:17])[F:1])=[CH:5][CH:6]=2)[CH2:10][CH2:11][CH2:12][OH:13])=[N:24][CH:23]=1)[CH3:26], predict the reactants needed to synthesize it. The reactants are: [F:1][C:2]([F:17])([F:16])[O:3][C:4]1[CH:15]=[CH:14][C:7]([CH2:8][NH:9][CH2:10][CH2:11][CH2:12][OH:13])=[CH:6][CH:5]=1.Cl[C:19]1[N:24]=[CH:23][C:22]([CH2:25][CH3:26])=[CH:21][N:20]=1.C([O-])([O-])=O.[K+].[K+]. (2) Given the product [CH2:16]([O:15][C:13]([NH:1][C:2]1[CH:3]=[C:4]([CH2:8][C:9]([OH:11])=[O:10])[CH:5]=[CH:6][CH:7]=1)=[O:14])[CH3:17], predict the reactants needed to synthesize it. The reactants are: [NH2:1][C:2]1[CH:3]=[C:4]([CH2:8][C:9]([OH:11])=[O:10])[CH:5]=[CH:6][CH:7]=1.Cl[C:13]([O:15][CH2:16][CH3:17])=[O:14]. (3) Given the product [CH3:20][C:12]1([N:5]2[C:4](=[O:21])[C:3]3[C:7](=[CH:8][CH:9]=[CH:10][C:2]=3[NH:1][C:22](=[O:25])[CH2:23][CH3:24])[C:6]2=[O:11])[CH2:17][CH2:16][C:15](=[O:18])[NH:14][C:13]1=[O:19], predict the reactants needed to synthesize it. The reactants are: [NH2:1][C:2]1[CH:10]=[CH:9][CH:8]=[C:7]2[C:3]=1[C:4](=[O:21])[N:5]([C:12]1([CH3:20])[CH2:17][CH2:16][C:15](=[O:18])[NH:14][C:13]1=[O:19])[C:6]2=[O:11].[C:22](Cl)(=[O:25])[CH2:23][CH3:24].CO. (4) The reactants are: [CH3:1][O:2][C:3](=[O:12])[C:4]1[CH:9]=[CH:8][CH:7]=[C:6](Br)[C:5]=1[CH3:11].C([O-])([O-])=O.[Na+].[Na+].[CH3:19][N:20](C)C(=O)C. Given the product [CH3:1][O:2][C:3](=[O:12])[C:4]1[CH:9]=[CH:8][CH:7]=[C:6]([C:19]#[N:20])[C:5]=1[CH3:11], predict the reactants needed to synthesize it. (5) The reactants are: [C:1]([O:5][C:6]([N:8]([CH3:14])[CH2:9][CH2:10][C:11]([OH:13])=[O:12])=[O:7])([CH3:4])([CH3:3])[CH3:2].[C:15]([O-])([O-])=O.[K+].[K+].CI. Given the product [C:1]([O:5][C:6]([N:8]([CH3:14])[CH2:9][CH2:10][C:11]([O:13][CH3:15])=[O:12])=[O:7])([CH3:4])([CH3:3])[CH3:2], predict the reactants needed to synthesize it. (6) Given the product [CH:1]12[CH2:7][CH:4]([CH:5]=[CH:6]1)[CH2:3][CH:2]2[C:8]([OH:10])=[O:9].[C:14]1(=[O:15])[O:16][C:11](=[O:17])[CH:12]=[CH:13]1, predict the reactants needed to synthesize it. The reactants are: [CH:1]12[CH2:7][CH:4]([CH:5]=[CH:6]1)[CH2:3][CH:2]2[C:8]([OH:10])=[O:9].[C:11]1(=[O:17])[O:16][C:14](=[O:15])[CH:13]=[CH:12]1.CC(N=NC(C#N)(C)C)(C#N)C. (7) The reactants are: C1(P(C2CCCCC2)C2C=CC=C(C(C)C)C=2C2C=CC(C(C)C)=CC=2C(C)C)CCCCC1.Br[C:36]1[C:37]([CH3:42])=[N:38][CH:39]=[CH:40][CH:41]=1.[Br-].[N:44]1[CH:49]=[CH:48][CH:47]=[CH:46][C:45]=1[Zn+].[Cl-].[NH4+]. Given the product [CH3:42][C:37]1[C:36]([C:45]2[CH:46]=[CH:47][CH:48]=[CH:49][N:44]=2)=[CH:41][CH:40]=[CH:39][N:38]=1, predict the reactants needed to synthesize it. (8) The reactants are: Br[C:2]1[CH:7]=[CH:6][C:5]([N+:8]([O-:10])=[O:9])=[CH:4][C:3]=1[O:11][CH3:12].[CH3:13][C:14]1[CH:15]=[C:16](B(O)O)[CH:17]=[CH:18][CH:19]=1. Given the product [CH3:12][O:11][C:3]1[CH:4]=[C:5]([N+:8]([O-:10])=[O:9])[CH:6]=[CH:7][C:2]=1[C:18]1[CH:17]=[CH:16][CH:15]=[C:14]([CH3:13])[CH:19]=1, predict the reactants needed to synthesize it.